From a dataset of Forward reaction prediction with 1.9M reactions from USPTO patents (1976-2016). Predict the product of the given reaction. (1) Given the reactants [F:1][C:2]1[CH:7]=[CH:6][C:5]([N:8]([CH2:12][C:13]2[S:17][C:16]([C:18]3[CH:25]=[CH:24][C:21]([CH:22]=O)=[CH:20][CH:19]=3)=[CH:15][CH:14]=2)[CH:9]([CH3:11])[CH3:10])=[CH:4][CH:3]=1.Cl.[NH:27]([CH2:29][C:30]([OH:32])=[O:31])[CH3:28].[CH3:33]CN(C(C)C)C(C)C.[BH-](OC(C)=O)(OC(C)=O)OC(C)=O.[Na+], predict the reaction product. The product is: [CH3:33][O:31][C:30](=[O:32])[CH2:29][N:27]([CH2:22][C:21]1[CH:24]=[CH:25][C:18]([C:16]2[S:17][C:13]([CH2:12][N:8]([C:5]3[CH:6]=[CH:7][C:2]([F:1])=[CH:3][CH:4]=3)[CH:9]([CH3:11])[CH3:10])=[CH:14][CH:15]=2)=[CH:19][CH:20]=1)[CH3:28]. (2) Given the reactants [F:1][C:2]1[CH:3]=[C:4]([CH:8]2[CH2:12][CH2:11][CH2:10][N:9]2[C:13]2[CH:18]=[CH:17][N:16]3[N:19]=[CH:20][C:21]([C:22]([NH:24][NH:25][C:26](=O)[CH:27]([CH3:29])[CH3:28])=O)=[C:15]3[N:14]=2)[CH:5]=[N:6][CH:7]=1.P12(SP3(SP(SP(S3)(S1)=S)(=S)S2)=S)=[S:32].C([O-])([O-])=O.[Na+].[Na+], predict the reaction product. The product is: [F:1][C:2]1[CH:3]=[C:4]([CH:8]2[CH2:12][CH2:11][CH2:10][N:9]2[C:13]2[CH:18]=[CH:17][N:16]3[N:19]=[CH:20][C:21]([C:22]4[S:32][C:26]([CH:27]([CH3:29])[CH3:28])=[N:25][N:24]=4)=[C:15]3[N:14]=2)[CH:5]=[N:6][CH:7]=1. (3) Given the reactants Cl[C:2]1[CH:7]=[C:6]([Cl:8])[N:5]=[C:4]([S:9][CH3:10])[N:3]=1.CCN(C(C)C)C(C)C.[NH:20]1[CH2:25][CH2:24][O:23][CH2:22][CH2:21]1.O, predict the reaction product. The product is: [Cl:8][C:6]1[N:5]=[C:4]([S:9][CH3:10])[N:3]=[C:2]([N:20]2[CH2:25][CH2:24][O:23][CH2:22][CH2:21]2)[CH:7]=1.